Dataset: Full USPTO retrosynthesis dataset with 1.9M reactions from patents (1976-2016). Task: Predict the reactants needed to synthesize the given product. (1) Given the product [NH2:1][C:2]1[N:7]=[CH:6][C:5]([C:8]([NH:11][OH:12])=[NH:9])=[CH:4][N:3]=1, predict the reactants needed to synthesize it. The reactants are: [NH2:1][C:2]1[N:7]=[CH:6][C:5]([C:8]#[N:9])=[CH:4][N:3]=1.Cl.[NH2:11][OH:12].C(=O)([O-])[O-].[K+].[K+]. (2) Given the product [CH3:19][C:14]1[CH:13]=[C:12]([CH2:11][C:10]([N:7]2[CH2:8][CH2:9][C:6]2([CH3:21])[C:4]([OH:5])=[O:3])=[O:20])[CH:17]=[C:16]([CH3:18])[CH:15]=1, predict the reactants needed to synthesize it. The reactants are: C([O:3][C:4]([C:6]1([CH3:21])[CH2:9][CH2:8][N:7]1[C:10](=[O:20])[CH2:11][C:12]1[CH:17]=[C:16]([CH3:18])[CH:15]=[C:14]([CH3:19])[CH:13]=1)=[O:5])C.CCO.[OH-].[Na+]. (3) The reactants are: COC1C=CC(P2(SP(C3C=CC(OC)=CC=3)(=S)S2)=[S:10])=CC=1.[CH2:23]([O:28][C:29]1[CH:34]=[CH:33][NH:32][C:31](=O)[C:30]=1[CH3:36])[CH2:24][CH2:25][CH2:26][CH3:27]. Given the product [CH2:23]([O:28][C:29]1[CH:34]=[CH:33][NH:32][C:31](=[S:10])[C:30]=1[CH3:36])[CH2:24][CH2:25][CH2:26][CH3:27], predict the reactants needed to synthesize it. (4) Given the product [C:9]([O:13][C:14]([N:16]1[CH2:22][CH2:21][C:20]2[C:23]([S:28][CH2:29][C:30]3[N:31]=[N:32][C:33]([O:6][CH2:1][C:2]([CH3:5])([CH3:4])[CH3:3])=[CH:34][CH:35]=3)=[C:24]([Cl:27])[CH:25]=[CH:26][C:19]=2[CH2:18][CH2:17]1)=[O:15])([CH3:12])([CH3:10])[CH3:11], predict the reactants needed to synthesize it. The reactants are: [CH2:1]([OH:6])[C:2]([CH3:5])([CH3:4])[CH3:3].[H-].[Na+].[C:9]([O:13][C:14]([N:16]1[CH2:22][CH2:21][C:20]2[C:23]([S:28][CH2:29][C:30]3[N:31]=[N:32][C:33](Cl)=[CH:34][CH:35]=3)=[C:24]([Cl:27])[CH:25]=[CH:26][C:19]=2[CH2:18][CH2:17]1)=[O:15])([CH3:12])([CH3:11])[CH3:10]. (5) Given the product [Br:7][C:8]1[CH:13]=[C:12]([N:1]2[CH2:5][CH2:4][CH2:3][C:2]2=[O:6])[CH:11]=[N:10][CH:9]=1, predict the reactants needed to synthesize it. The reactants are: [NH:1]1[CH2:5][CH2:4][CH2:3][C:2]1=[O:6].[Br:7][C:8]1[CH:9]=[N:10][CH:11]=[C:12](Br)[CH:13]=1.